Dataset: Forward reaction prediction with 1.9M reactions from USPTO patents (1976-2016). Task: Predict the product of the given reaction. (1) The product is: [CH:30]1([O:29][C:4]2[C:5]3[C:10]([C:11]4[CH:20]=[CH:19][C:14]5[N:15]=[C:16]([CH3:18])[O:17][C:13]=5[CH:12]=4)=[CH:9][N:8]([CH2:21][O:22][CH2:23][CH2:24][Si:25]([CH3:28])([CH3:27])[CH3:26])[C:6]=3[N:7]=[C:2]([NH:35][C:36]3[CH:47]=[CH:46][C:39]([C:40]([NH:42][CH2:43][CH2:44][OH:45])=[O:41])=[CH:38][C:37]=3[O:48][CH3:49])[N:3]=2)[CH2:34][CH2:33][CH2:32][CH2:31]1. Given the reactants Cl[C:2]1[N:3]=[C:4]([O:29][CH:30]2[CH2:34][CH2:33][CH2:32][CH2:31]2)[C:5]2[C:10]([C:11]3[CH:20]=[CH:19][C:14]4[N:15]=[C:16]([CH3:18])[O:17][C:13]=4[CH:12]=3)=[CH:9][N:8]([CH2:21][O:22][CH2:23][CH2:24][Si:25]([CH3:28])([CH3:27])[CH3:26])[C:6]=2[N:7]=1.[NH2:35][C:36]1[CH:47]=[CH:46][C:39]([C:40]([NH:42][CH2:43][CH2:44][OH:45])=[O:41])=[CH:38][C:37]=1[O:48][CH3:49].C(=O)([O-])[O-].[Cs+].[Cs+].C1(P(C2C=CC=CC=2)C2C=CC3C(=CC=CC=3)C=2C2C3C(=CC=CC=3)C=CC=2P(C2C=CC=CC=2)C2C=CC=CC=2)C=CC=CC=1, predict the reaction product. (2) Given the reactants [Br:1][C:2]1[CH:3]=[C:4]([CH2:16][C@H:17]([NH:21][S:22]([C:25]2[CH:30]=[CH:29][CH:28]=[CH:27][CH:26]=2)(=[O:24])=[O:23])[C:18](O)=[O:19])[CH:5]=[CH:6][C:7]=1[CH:8]1[S:12](=[O:14])(=[O:13])[NH:11][C:10](=[O:15])[CH2:9]1.F[P-](F)(F)(F)(F)F.N1(O[P+](N(C)C)(N(C)C)N(C)C)C2C=CC=CC=2N=N1.C(N(CC)C(C)C)(C)C.Cl.[NH2:68][CH2:69][CH2:70][CH2:71][CH2:72][O:73][C:74]1[CH:83]=[CH:82][CH:81]=[C:80]([OH:84])[C:75]=1[C:76]([O:78][CH3:79])=[O:77], predict the reaction product. The product is: [Br:1][C:2]1[CH:3]=[C:4]([CH2:16][C@H:17]([NH:21][S:22]([C:25]2[CH:30]=[CH:29][CH:28]=[CH:27][CH:26]=2)(=[O:24])=[O:23])[C:18]([NH:68][CH2:69][CH2:70][CH2:71][CH2:72][O:73][C:74]2[CH:83]=[CH:82][CH:81]=[C:80]([OH:84])[C:75]=2[C:76]([O:78][CH3:79])=[O:77])=[O:19])[CH:5]=[CH:6][C:7]=1[CH:8]1[S:12](=[O:14])(=[O:13])[NH:11][C:10](=[O:15])[CH2:9]1.